The task is: Predict the reactants needed to synthesize the given product.. This data is from Full USPTO retrosynthesis dataset with 1.9M reactions from patents (1976-2016). (1) The reactants are: FC1C=C(F)C=CC=1CNC1C(C2C=CC(F)=CC=2F)=CN=C([N:20]2[CH2:25][CH2:24][CH:23]([N:26]3[CH2:31][CH2:30][CH:29]([CH3:32])[CH2:28][CH2:27]3)[CH2:22][CH2:21]2)N=1.ClC1N=C(NCC2C=CC(F)=CC=2F)C(C2C=CC(F)=CC=2F)=CN=1. Given the product [CH3:32][CH:29]1[CH2:30][CH2:31][N:26]([CH:23]2[CH2:24][CH2:25][NH:20][CH2:21][CH2:22]2)[CH2:27][CH2:28]1, predict the reactants needed to synthesize it. (2) Given the product [Cl:46][C:44]1[CH:45]=[C:40]([NH:39][S:36]([C:33]2[CH:34]=[CH:35][C:30]([Cl:29])=[C:31]([C:49]([F:50])([F:52])[F:51])[CH:32]=2)(=[O:37])=[O:38])[C:41]([CH:47]([OH:48])[C:4]2[C:3]([O:2][CH3:1])=[CH:8][CH:7]=[CH:6][C:5]=2[NH:9][C:10](=[O:15])[C:11]([CH3:12])([CH3:14])[CH3:13])=[N:42][CH:43]=1, predict the reactants needed to synthesize it. The reactants are: [CH3:1][O:2][C:3]1[CH:4]=[C:5]([NH:9][C:10](=[O:15])[C:11]([CH3:14])([CH3:13])[CH3:12])[CH:6]=[CH:7][CH:8]=1.[Li]CCCC.[Mg+2].[Br-].[Br-].CCOCC.[Cl:29][C:30]1[CH:35]=[CH:34][C:33]([S:36]([NH:39][C:40]2[C:41]([CH:47]=[O:48])=[N:42][CH:43]=[C:44]([Cl:46])[CH:45]=2)(=[O:38])=[O:37])=[CH:32][C:31]=1[C:49]([F:52])([F:51])[F:50]. (3) Given the product [CH:13]1([C:16](=[N:18][N:19]([CH3:21])[CH3:20])[CH2:17][C:25](=[O:27])[CH3:26])[CH2:15][CH2:14]1, predict the reactants needed to synthesize it. The reactants are: C(NC(C)C)(C)C.[Li]CCCC.[CH:13]1([C:16](=[N:18][N:19]([CH3:21])[CH3:20])[CH3:17])[CH2:15][CH2:14]1.CON(C)[C:25](=[O:27])[CH3:26]. (4) Given the product [NH2:13][C:11]1[CH:10]=[CH:9][C:7]2[O:8][C@@H:3]([CH2:2][OH:1])[CH2:4][N:5]([S:16]([C:19]3[CH:20]=[C:21]([CH:24]=[CH:25][CH:26]=3)[C:22]#[N:23])(=[O:18])=[O:17])[C:6]=2[CH:12]=1, predict the reactants needed to synthesize it. The reactants are: [OH:1][CH2:2][C@@H:3]1[O:8][C:7]2[CH:9]=[CH:10][C:11]([N+:13]([O-])=O)=[CH:12][C:6]=2[N:5]([S:16]([C:19]2[CH:20]=[C:21]([CH:24]=[CH:25][CH:26]=2)[C:22]#[N:23])(=[O:18])=[O:17])[CH2:4]1.C([O-])=O.[NH4+]. (5) Given the product [CH3:1][N:2]([CH2:16][CH2:17][O:18][C:20]1[CH:27]=[CH:26][C:23]([CH:24]=[O:25])=[CH:22][CH:21]=1)[C:3]1[C:4]([C:9]2[CH:15]=[CH:14][C:12]([NH2:13])=[CH:11][CH:10]=2)=[N:5][CH:6]=[CH:7][CH:8]=1, predict the reactants needed to synthesize it. The reactants are: [CH3:1][N:2]([CH2:16][CH2:17][OH:18])[C:3]1[C:4]([C:9]2[CH:15]=[CH:14][C:12]([NH2:13])=[CH:11][CH:10]=2)=[N:5][CH:6]=[CH:7][CH:8]=1.F[C:20]1[CH:27]=[CH:26][C:23]([CH:24]=[O:25])=[CH:22][CH:21]=1.